Dataset: Reaction yield outcomes from USPTO patents with 853,638 reactions. Task: Predict the reaction yield, written as a fraction of the theoretical maximum amount of product (1.0 means a 100% yield; for example, 0.34 means a 34% yield). (1) The product is [F:1][C:2]1[CH:7]=[CH:6][CH:5]=[CH:4][C:3]=1[N:8]1[C:16]2[C:11](=[C:12]([N:17]3[CH2:24][C@@H:23]4[C@@H:19]([CH2:20][N:21]([C:29](=[O:30])[CH2:28][C@@H:27]([OH:26])[CH3:32])[CH2:22]4)[C:18]3=[O:25])[CH:13]=[CH:14][CH:15]=2)[CH:10]=[N:9]1. The catalyst is O1CCCC1. The yield is 0.400. The reactants are [F:1][C:2]1[CH:7]=[CH:6][CH:5]=[CH:4][C:3]=1[N:8]1[C:16]2[C:11](=[C:12]([N:17]3[CH2:24][C@@H:23]4[C@@H:19]([CH2:20][NH:21][CH2:22]4)[C:18]3=[O:25])[CH:13]=[CH:14][CH:15]=2)[CH:10]=[N:9]1.[OH:26][C@@H:27]([CH3:32])[CH2:28][C:29](O)=[O:30].CCN(C(C)C)C(C)C.F[P-](F)(F)(F)(F)F.CN(C(N1C2C(=NC=CC=2)[N+]([O-])=N1)=[N+](C)C)C. (2) The reactants are [NH2:1][C:2]1[C:11]([N:12]2[CH2:17][CH2:16][O:15][CH2:14][CH2:13]2)=[CH:10][CH:9]=[CH:8][C:3]=1[C:4]([O:6][CH3:7])=[O:5].[Br:18]Br.O. The catalyst is C(O)(=O)C. The product is [NH2:1][C:2]1[C:11]([N:12]2[CH2:13][CH2:14][O:15][CH2:16][CH2:17]2)=[CH:10][C:9]([Br:18])=[CH:8][C:3]=1[C:4]([O:6][CH3:7])=[O:5]. The yield is 0.680. (3) The reactants are [F:1][C:2]1[C:7]([F:8])=[C:6]([NH:9][C:10]2[CH:15]=[CH:14][C:13]([I:16])=[CH:12][C:11]=2[F:17])[C:5]([NH2:18])=[CH:4][CH:3]=1.[CH:19]([S:22](Cl)(=[O:24])=[O:23])([CH3:21])[CH3:20]. No catalyst specified. The product is [F:8][C:7]1[C:6]([NH:9][C:10]2[CH:15]=[CH:14][C:13]([I:16])=[CH:12][C:11]=2[F:17])=[C:5]([NH:18][S:22]([CH:19]([CH3:21])[CH3:20])(=[O:24])=[O:23])[CH:4]=[CH:3][C:2]=1[F:1]. The yield is 0.390. (4) The yield is 0.950. The catalyst is CCN(C(C)C)C(C)C.CN(C=O)C. The reactants are [NH:1]1[CH:5]=[C:4]([C:6]([OH:8])=O)[N:3]=[N:2]1.CN(C(ON1N=NC2C=CC=NC1=2)=[N+](C)C)C.F[P-](F)(F)(F)(F)F.[NH2:33][C@H:34]([CH2:43][C:44]1[CH:49]=[CH:48][C:47]([C:50]2[CH:55]=[CH:54][CH:53]=[CH:52][CH:51]=2)=[CH:46][CH:45]=1)[CH2:35][C@:36]([CH2:41][OH:42])([CH3:40])[C:37]([OH:39])=[O:38]. The product is [C:47]1([C:50]2[CH:51]=[CH:52][CH:53]=[CH:54][CH:55]=2)[CH:46]=[CH:45][C:44]([CH2:43][C@@H:34]([NH:33][C:6]([C:4]2[NH:3][N:2]=[N:1][CH:5]=2)=[O:8])[CH2:35][C@:36]([CH2:41][OH:42])([CH3:40])[C:37]([OH:39])=[O:38])=[CH:49][CH:48]=1.